This data is from Reaction yield outcomes from USPTO patents with 853,638 reactions. The task is: Predict the reaction yield, written as a fraction of the theoretical maximum amount of product (1.0 means a 100% yield; for example, 0.34 means a 34% yield). (1) The reactants are [C:1]([O:5][C:6]([NH:8][CH2:9][CH2:10][CH2:11][O:12][C:13]1[CH:21]=[CH:20][C:19]([C:22]2[N:23]([C:33]([O:35][C:36]([CH3:39])([CH3:38])[CH3:37])=[O:34])[C:24]3[C:29]([CH:30]=2)=[CH:28][C:27]([CH:31]=O)=[CH:26][CH:25]=3)=[C:18]2[C:14]=1[CH2:15][NH:16][C:17]2=[O:40])=[O:7])([CH3:4])([CH3:3])[CH3:2].[OH:41][CH2:42][CH2:43][N:44]1[CH2:49][CH2:48][NH:47][CH2:46][CH2:45]1.C(O)(=O)C.C(O[BH-](OC(=O)C)OC(=O)C)(=O)C.[Na+].C(=O)([O-])[O-].[Na+].[Na+]. The catalyst is C(#N)C.O. The product is [C:1]([O:5][C:6]([NH:8][CH2:9][CH2:10][CH2:11][O:12][C:13]1[CH:21]=[CH:20][C:19]([C:22]2[N:23]([C:33]([O:35][C:36]([CH3:39])([CH3:38])[CH3:37])=[O:34])[C:24]3[C:29]([CH:30]=2)=[CH:28][C:27]([CH2:31][N:47]2[CH2:48][CH2:49][N:44]([CH2:43][CH2:42][OH:41])[CH2:45][CH2:46]2)=[CH:26][CH:25]=3)=[C:18]2[C:14]=1[CH2:15][NH:16][C:17]2=[O:40])=[O:7])([CH3:4])([CH3:3])[CH3:2]. The yield is 0.690. (2) The reactants are [Cl:1][C:2]1[CH:11]=[C:10](Cl)[C:9]2[C:4](=[C:5]([CH3:15])[CH:6]=[C:7]([O:13][CH3:14])[CH:8]=2)[N:3]=1.ClC1C=C([O:27][CH2:28][C:29]2[CH:34]=[CH:33][C:32]([O:35][CH3:36])=[CH:31][CH:30]=2)C2C(=C(Cl)C(OC)=CC=2)N=1. No catalyst specified. The product is [Cl:1][C:2]1[CH:11]=[C:10]([O:27][CH2:28][C:29]2[CH:34]=[CH:33][C:32]([O:35][CH3:36])=[CH:31][CH:30]=2)[C:9]2[C:4](=[C:5]([CH3:15])[CH:6]=[C:7]([O:13][CH3:14])[CH:8]=2)[N:3]=1. The yield is 0.580. (3) The reactants are [CH2:1]([O:3][C:4](=[O:33])[CH2:5][N:6]([C:8](=[O:32])[C@@H:9]([NH:24][C:25]([O:27][C:28]([CH3:31])([CH3:30])[CH3:29])=[O:26])[CH2:10][NH:11][S:12]([C:15]1[CH:20]=[CH:19][CH:18]=[CH:17][C:16]=1[N+:21]([O-:23])=[O:22])(=[O:14])=[O:13])[CH3:7])[CH3:2].[C:34]([O-])([O-])=O.[K+].[K+].CI. The catalyst is CN(C=O)C. The product is [CH2:1]([O:3][C:4](=[O:33])[CH2:5][N:6]([C:8](=[O:32])[C@@H:9]([NH:24][C:25]([O:27][C:28]([CH3:29])([CH3:31])[CH3:30])=[O:26])[CH2:10][N:11]([CH3:34])[S:12]([C:15]1[CH:20]=[CH:19][CH:18]=[CH:17][C:16]=1[N+:21]([O-:23])=[O:22])(=[O:14])=[O:13])[CH3:7])[CH3:2]. The yield is 0.980. (4) The reactants are [CH2:1]([O:8][C:9](=[O:33])[C@@H:10]([NH:20][C:21](=[O:32])[C@@H:22]([NH:24][C:25](OC(C)(C)C)=[O:26])[CH3:23])[CH2:11][C:12]1[CH:17]=[CH:16][C:15]([O:18][CH3:19])=[CH:14][CH:13]=1)[C:2]1[CH:7]=[CH:6][CH:5]=[CH:4][CH:3]=1.FC(F)(F)C(O)=O.[CH3:41][N:42]1[C:50]2[C:45](=[N:46][CH:47]=[CH:48][CH:49]=2)[CH:44]=[C:43]1C(O)=O.C(N(CC)C(C)C)(C)C.CN(C(ON1N=NC2C=CC=NC1=2)=[N+](C)C)C.F[P-](F)(F)(F)(F)F. The catalyst is ClCCl.CN(C=O)C. The product is [CH2:1]([O:8][C:9](=[O:33])[C@@H:10]([NH:20][C:21](=[O:32])[C@@H:22]([NH:24][C:25]([C:43]1[N:42]([CH3:41])[C:50]2[C:45](=[N:46][CH:47]=[CH:48][CH:49]=2)[CH:44]=1)=[O:26])[CH3:23])[CH2:11][C:12]1[CH:17]=[CH:16][C:15]([O:18][CH3:19])=[CH:14][CH:13]=1)[C:2]1[CH:3]=[CH:4][CH:5]=[CH:6][CH:7]=1. The yield is 0.790. (5) The reactants are Cl.[Br:2][C:3]1[CH:18]=[N:17][C:6]2[NH:7][C:8](=[O:16])[CH2:9][N:10]([CH2:12][C:13]([OH:15])=O)[CH2:11][C:5]=2[CH:4]=1.C(N(C(C)C)C(C)C)C.[CH3:28][N:29]1[CH2:34][CH2:33][NH:32][CH2:31][CH2:30]1.C1C=CC2N(O)N=NC=2C=1.C(Cl)CCl. The catalyst is C(Cl)Cl. The product is [Br:2][C:3]1[CH:18]=[N:17][C:6]2[NH:7][C:8](=[O:16])[CH2:9][N:10]([CH2:12][C:13]([N:32]3[CH2:33][CH2:34][N:29]([CH3:28])[CH2:30][CH2:31]3)=[O:15])[CH2:11][C:5]=2[CH:4]=1. The yield is 0.830. (6) The reactants are Cl[C:2]1[N:7]=[CH:6][CH:5]=[CH:4][N:3]=1.Cl.[CH3:9][O:10][C:11]1[CH:16]=[C:15]([CH3:17])[NH:14][C:13](=[O:18])[C:12]=1[CH2:19][NH:20][C:21]([C:23]1[C:31]2[C:26](=[CH:27][CH:28]=[CH:29][CH:30]=2)[N:25]([CH:32]([CH:34]2[CH2:39][CH2:38][NH:37][CH2:36][CH2:35]2)[CH3:33])[C:24]=1[CH3:40])=[O:22].CCN(CC)CC. The catalyst is CCO. The product is [CH3:9][O:10][C:11]1[CH:16]=[C:15]([CH3:17])[NH:14][C:13](=[O:18])[C:12]=1[CH2:19][NH:20][C:21]([C:23]1[C:31]2[C:26](=[CH:27][CH:28]=[CH:29][CH:30]=2)[N:25]([CH:32]([CH:34]2[CH2:35][CH2:36][N:37]([C:2]3[N:7]=[CH:6][CH:5]=[CH:4][N:3]=3)[CH2:38][CH2:39]2)[CH3:33])[C:24]=1[CH3:40])=[O:22]. The yield is 0.646.